Task: Predict which catalyst facilitates the given reaction.. Dataset: Catalyst prediction with 721,799 reactions and 888 catalyst types from USPTO (1) Reactant: [C:1]1([SH:7])[CH:6]=[CH:5][CH:4]=[CH:3][CH:2]=1.[H-].[Na+].[NH2:10][C:11]1[C:16](Br)=[N:15][C:14]([C:18]2[CH:23]=[CH:22][C:21]([O:24][CH3:25])=[CH:20][CH:19]=2)=[CH:13][N:12]=1. Product: [NH2:10][C:11]1[C:16]([S:7][C:1]2[CH:6]=[CH:5][CH:4]=[CH:3][CH:2]=2)=[N:15][C:14]([C:18]2[CH:23]=[CH:22][C:21]([O:24][CH3:25])=[CH:20][CH:19]=2)=[CH:13][N:12]=1. The catalyst class is: 3. (2) Reactant: N1CCOCC1.[N:7]1([CH2:12][C:13]([N:15]2[C@H:19]([C:20](=[O:36])[NH:21][C:22]3[CH:27]=[CH:26][C:25]([O:28][C:29]4[CH:34]=[CH:33][C:32]([F:35])=[CH:31][CH:30]=4)=[CH:24][CH:23]=3)[CH2:18][C@H:17]([NH:37]C(=O)OCC3C4C=CC=CC=4C4C3=CC=CC=4)[CH2:16]2)=[O:14])[CH:11]=[N:10][CH:9]=[N:8]1.CN(C=O)C. Product: [N:7]1([CH2:12][C:13]([N:15]2[CH2:16][C@@H:17]([NH2:37])[CH2:18][C@H:19]2[C:20]([NH:21][C:22]2[CH:23]=[CH:24][C:25]([O:28][C:29]3[CH:30]=[CH:31][C:32]([F:35])=[CH:33][CH:34]=3)=[CH:26][CH:27]=2)=[O:36])=[O:14])[CH:11]=[N:10][CH:9]=[N:8]1. The catalyst class is: 6. (3) Reactant: [CH3:1][CH2:2][CH2:3][CH2:4][CH2:5][N:6]([CH2:8][CH2:9][C:10]([P:16]([OH:19])([OH:18])=[O:17])([P:12]([OH:15])([OH:14])=[O:13])[OH:11])[CH3:7].[OH-].[Na+:21].CC(C)=O. Product: [CH3:1][CH2:2][CH2:3][CH2:4][CH2:5][N:6]([CH2:8][CH2:9][C:10]([P:16]([O-:19])([OH:18])=[O:17])([P:12]([OH:15])([OH:14])=[O:13])[OH:11])[CH3:7].[Na+:21]. The catalyst class is: 6. (4) Reactant: [OH:1][C:2]1[CH:7]=[CH:6][CH:5]=[C:4]([OH:8])[C:3]=1[N+:9]([O-:11])=[O:10].C(N(C(C)C)C(C)C)C.[C:21](Cl)(=[O:28])[C:22]1[CH:27]=[CH:26][CH:25]=[CH:24][CH:23]=1.[OH-].[Na+]. Product: [OH:8][C:4]1[C:3]([N+:9]([O-:11])=[O:10])=[C:2]([O:1][C:21](=[O:28])[C:22]2[CH:27]=[CH:26][CH:25]=[CH:24][CH:23]=2)[CH:7]=[CH:6][CH:5]=1. The catalyst class is: 3.